Dataset: Full USPTO retrosynthesis dataset with 1.9M reactions from patents (1976-2016). Task: Predict the reactants needed to synthesize the given product. (1) Given the product [CH2:19]([C:6]1([C:12]2[CH:17]=[CH:16][C:15]([Cl:18])=[CH:14][CH:13]=2)[C:5]2[C:9](=[CH:10][C:2]([Cl:1])=[CH:3][CH:4]=2)[NH:8][C:7]1=[O:11])[C:20]1[CH:25]=[CH:24][CH:23]=[CH:22][CH:21]=1, predict the reactants needed to synthesize it. The reactants are: [Cl:1][C:2]1[CH:10]=[C:9]2[C:5]([CH:6]([C:12]3[CH:17]=[CH:16][C:15]([Cl:18])=[CH:14][CH:13]=3)[C:7](=[O:11])[NH:8]2)=[CH:4][CH:3]=1.[CH2:19](Br)[C:20]1[CH:25]=[CH:24][CH:23]=[CH:22][CH:21]=1.[I-].[K+].C(=O)([O-])[O-].[K+].[K+]. (2) The reactants are: Cl.[NH2:2][C@@H:3]([CH2:26][CH2:27][C:28]([NH:30]C(C1C=CC=CC=1)(C1C=CC=CC=1)C1C=CC=CC=1)=[O:29])[C:4]([NH:6][CH2:7][CH2:8][C:9]([NH:11][CH2:12][C@H:13]1[CH2:18][CH2:17][CH2:16][N:15]([CH2:19][CH:20]2[CH2:25][CH2:24][CH2:23][CH2:22][CH2:21]2)[CH2:14]1)=[O:10])=[O:5].[C:50]1([C:56]([C:67]2[CH:72]=[CH:71][CH:70]=[CH:69][CH:68]=2)([C:61]2[CH:66]=[CH:65][CH:64]=[CH:63][CH:62]=2)[CH2:57][C:58](O)=[O:59])[CH:55]=[CH:54][CH:53]=[CH:52][CH:51]=1.O.ON1C2C=CC=CC=2N=N1.Cl.C(N=C=NCCCN(C)C)C.C(=O)(O)[O-].[Na+]. Given the product [CH:20]1([CH2:19][N:15]2[CH2:16][CH2:17][CH2:18][C@H:13]([CH2:12][NH:11][C:9](=[O:10])[CH2:8][CH2:7][NH:6][C:4](=[O:5])[C@@H:3]([NH:2][C:58](=[O:59])[CH2:57][C:56]([C:50]3[CH:55]=[CH:54][CH:53]=[CH:52][CH:51]=3)([C:61]3[CH:62]=[CH:63][CH:64]=[CH:65][CH:66]=3)[C:67]3[CH:72]=[CH:71][CH:70]=[CH:69][CH:68]=3)[CH2:26][CH2:27][C:28](=[O:29])[NH2:30])[CH2:14]2)[CH2:21][CH2:22][CH2:23][CH2:24][CH2:25]1, predict the reactants needed to synthesize it. (3) Given the product [OH:12][C:4]1[CH:3]=[C:2]([NH:1][S:19]([C:17]2[CH:18]=[CH:13][CH:14]=[C:15]([C:23]([F:24])([F:25])[F:26])[CH:16]=2)(=[O:21])=[O:20])[CH:11]=[CH:10][C:5]=1[C:6]([O:8][CH3:9])=[O:7], predict the reactants needed to synthesize it. The reactants are: [NH2:1][C:2]1[CH:3]=[C:4]([OH:12])[C:5](=[CH:10][CH:11]=1)[C:6]([O:8][CH3:9])=[O:7].[CH:13]1[CH:18]=[C:17]([S:19](Cl)(=[O:21])=[O:20])[CH:16]=[C:15]([C:23]([F:26])([F:25])[F:24])[CH:14]=1. (4) Given the product [CH2:22]([O:21][C:19]([NH:12][C@@H:13]([CH2:14][C:7]1[C:6]2[C:10](=[CH:11][C:3]([O:2][CH3:1])=[CH:4][CH:5]=2)[NH:9][CH:8]=1)[C:15]([O:17][CH3:18])=[O:16])=[O:20])[C:23]1[CH:24]=[CH:25][CH:26]=[CH:27][CH:28]=1, predict the reactants needed to synthesize it. The reactants are: [CH3:1][O:2][C:3]1[CH:11]=[C:10]2[C:6]([CH:7]=[CH:8][NH:9]2)=[CH:5][CH:4]=1.[N@:12]1([C:19]([O:21][CH2:22][C:23]2[CH:28]=[CH:27][CH:26]=[CH:25][CH:24]=2)=[O:20])[CH2:14][CH:13]1[C:15]([O:17][CH3:18])=[O:16].[O-]S(C(F)(F)F)(=O)=O.[Yb+3].[O-]S(C(F)(F)F)(=O)=O.[O-]S(C(F)(F)F)(=O)=O.[Al].